This data is from Forward reaction prediction with 1.9M reactions from USPTO patents (1976-2016). The task is: Predict the product of the given reaction. (1) Given the reactants Cl.[F:2][C:3]([F:34])([F:33])[C:4]1[CH:28]=[C:27]([C:29]([F:32])([F:31])[F:30])[CH:26]=[CH:25][C:5]=1[CH2:6][N:7]1[CH2:12][CH2:11][CH:10](/[CH:13]=[C:14]2/[C:15](NCC(O)=O)=[N:16][C:17](=[O:19])[S:18]/2)[CH2:9][CH2:8]1.C(N(C(C)C)C(C)C)C.[NH2:44][CH2:45][CH2:46][OH:47].F[P-](F)(F)(F)(F)F.C([C:57](=[N:63]O[C+](N(C)C)N1CCOCC1)[C:58](OCC)=[O:59])#N, predict the reaction product. The product is: [F:34][C:3]([F:2])([F:33])[C:4]1[CH:28]=[C:27]([C:29]([F:31])([F:32])[F:30])[CH:26]=[CH:25][C:5]=1[CH2:6][N:7]1[CH2:12][CH2:11][CH:10](/[CH:13]=[C:14]2/[C:15]([NH:44][CH2:45][C:46]([NH:63][CH2:57][CH2:58][OH:59])=[O:47])=[N:16][C:17](=[O:19])[S:18]/2)[CH2:9][CH2:8]1. (2) Given the reactants C[O:2][C:3]1[CH:4]=[C:5]([CH:44]=[CH:45][CH:46]=1)[CH2:6][C:7]1[C:15]2[C:14]([NH:16][C@H:17]([C:19]3[N:24]([C:25]4[CH:30]=[CH:29][CH:28]=[CH:27][CH:26]=4)[C:23](=[O:31])[C:22]4=[C:32]([CH3:35])[CH:33]=[CH:34][N:21]4[N:20]=3)[CH3:18])=[N:13][CH:12]=[N:11][C:10]=2[N:9](COCC[Si](C)(C)C)[CH:8]=1.B(Br)(Br)Br.N, predict the reaction product. The product is: [OH:2][C:3]1[CH:4]=[C:5]([CH:44]=[CH:45][CH:46]=1)[CH2:6][C:7]1[C:15]2[C:14]([NH:16][C@H:17]([C:19]3[N:24]([C:25]4[CH:30]=[CH:29][CH:28]=[CH:27][CH:26]=4)[C:23](=[O:31])[C:22]4=[C:32]([CH3:35])[CH:33]=[CH:34][N:21]4[N:20]=3)[CH3:18])=[N:13][CH:12]=[N:11][C:10]=2[NH:9][CH:8]=1. (3) Given the reactants C[Al](C)C.[Cl:5][C:6]1[CH:7]=[C:8]([CH:10]=[CH:11][C:12]=1[F:13])[NH2:9].C([O:16][C:17]([C:19]1[N:20]=[C:21]([Br:37])[N:22]([CH:33]2[CH2:36][CH2:35][CH2:34]2)[C:23]=1[CH:24]([C:26]1[CH:31]=[CH:30][C:29]([Cl:32])=[CH:28][CH:27]=1)[OH:25])=O)C.[C@H](O)(C([O-])=O)[C@@H](O)C([O-])=O.[Na+].[K+], predict the reaction product. The product is: [Cl:5][C:6]1[CH:7]=[C:8]([NH:9][C:17]([C:19]2[N:20]=[C:21]([Br:37])[N:22]([CH:33]3[CH2:34][CH2:35][CH2:36]3)[C:23]=2[CH:24]([C:26]2[CH:27]=[CH:28][C:29]([Cl:32])=[CH:30][CH:31]=2)[OH:25])=[O:16])[CH:10]=[CH:11][C:12]=1[F:13]. (4) Given the reactants [CH2:1]([O:3][C:4](=[O:15])[CH:5]=[C:6]1[CH2:11][CH2:10][CH:9]([C:12]([OH:14])=[O:13])[CH2:8][CH2:7]1)[CH3:2].C([O-])=O.[NH4+], predict the reaction product. The product is: [CH2:1]([O:3][C:4](=[O:15])[CH2:5][C@H:6]1[CH2:11][CH2:10][C@H:9]([C:12]([OH:14])=[O:13])[CH2:8][CH2:7]1)[CH3:2]. (5) Given the reactants [NH:1]1[CH2:6][CH:5]=[C:4]([C:7]2[CH:12]=[CH:11][C:10]([NH:13][C:14]([N:16]3[CH2:24][C:23]4[CH:22]=[CH:21][N:20]=[CH:19][C:18]=4[CH2:17]3)=[O:15])=[CH:9][CH:8]=2)[CH2:3][CH2:2]1.[CH:25](=O)[CH:26]([CH3:28])[CH3:27].C(O[BH-](OC(=O)C)OC(=O)C)(=O)C.[Na+], predict the reaction product. The product is: [CH2:25]([N:1]1[CH2:2][CH:3]=[C:4]([C:7]2[CH:12]=[CH:11][C:10]([NH:13][C:14]([N:16]3[CH2:24][C:23]4[CH:22]=[CH:21][N:20]=[CH:19][C:18]=4[CH2:17]3)=[O:15])=[CH:9][CH:8]=2)[CH2:5][CH2:6]1)[CH:26]([CH3:28])[CH3:27]. (6) Given the reactants [CH3:1][C:2]1[CH:7]=[CH:6][C:5]([S:8]([O:11][CH2:12][C:13]2([CH2:20][O:21][S:22]([C:25]3[CH:30]=[CH:29][C:28]([CH3:31])=[CH:27][CH:26]=3)(=[O:24])=[O:23])[CH2:18][CH2:17][C:16](=[O:19])[CH2:15][CH2:14]2)(=[O:10])=[O:9])=[CH:4][CH:3]=1.[CH3:32][O:33][C:34]1[CH:35]=[C:36]([Mg]Br)[CH:37]=[CH:38][CH:39]=1, predict the reaction product. The product is: [CH3:1][C:2]1[CH:3]=[CH:4][C:5]([S:8]([O:11][CH2:12][C:13]2([CH2:20][O:21][S:22]([C:25]3[CH:26]=[CH:27][C:28]([CH3:31])=[CH:29][CH:30]=3)(=[O:24])=[O:23])[CH2:18][CH2:17][C:16]([OH:19])([C:38]3[CH:37]=[CH:36][CH:35]=[C:34]([O:33][CH3:32])[CH:39]=3)[CH2:15][CH2:14]2)(=[O:9])=[O:10])=[CH:6][CH:7]=1. (7) Given the reactants [CH3:1][O:2][CH2:3][O:4][CH2:5][CH2:6][CH2:7][CH2:8][CH2:9][CH2:10][CH2:11][CH2:12][CH2:13][CH2:14][CH2:15][Si:16](OCC)(OCC)OCC.[H-].[H-].[H-].[H-].[Li+].[Al+3], predict the reaction product. The product is: [CH3:1][O:2][CH2:3][O:4][CH2:5][CH2:6][CH2:7][CH2:8][CH2:9][CH2:10][CH2:11][CH2:12][CH2:13][CH2:14][CH2:15][SiH3:16].